This data is from Reaction yield outcomes from USPTO patents with 853,638 reactions. The task is: Predict the reaction yield, written as a fraction of the theoretical maximum amount of product (1.0 means a 100% yield; for example, 0.34 means a 34% yield). (1) The reactants are [N:1]1([C:6]([C@@H:8]2[CH2:13][CH2:12][CH2:11][N:10]([C:14]3[N:19]=[C:18]4[NH:20][C:21]([C:23]5[CH:24]=[C:25]([CH:28]=[CH:29][CH:30]=5)[C:26]#[N:27])=[N:22][C:17]4=[CH:16][CH:15]=3)[CH2:9]2)=[O:7])[CH2:5][CH2:4][CH2:3][CH2:2]1.[N-:31]=[N+:32]=[N-:33].[Na+].II. The catalyst is CN(C)C=O. The product is [N:27]1[NH:31][N:32]=[N:33][C:26]=1[C:25]1[CH:24]=[C:23]([C:21]2[NH:20][C:18]3=[N:19][C:14]([N:10]4[CH2:11][CH2:12][CH2:13][C@@H:8]([C:6]([N:1]5[CH2:2][CH2:3][CH2:4][CH2:5]5)=[O:7])[CH2:9]4)=[CH:15][CH:16]=[C:17]3[N:22]=2)[CH:30]=[CH:29][CH:28]=1. The yield is 0.920. (2) The reactants are [CH3:1][N:2]1[CH2:7][CH2:6][N:5]([C:8]2[C:16]3[C:11](=[CH:12][CH:13]=[C:14]([C:17]([O-:19])=O)[CH:15]=3)[NH:10][N:9]=2)[CH2:4][CH2:3]1.[Li+].C(Cl)CCl.C1C=CC2N(O)N=NC=2C=1.CCN(CC)CC.[C:42]1([C:48]2[CH:54]=[CH:53][C:51]([NH2:52])=[CH:50][CH:49]=2)[CH:47]=[CH:46][CH:45]=[CH:44][CH:43]=1. The catalyst is CN(C=O)C.C(OCC)(=O)C. The yield is 0.140. The product is [C:48]1([C:42]2[CH:47]=[CH:46][CH:45]=[CH:44][CH:43]=2)[CH:49]=[CH:50][C:51]([NH:52][C:17]([C:14]2[CH:15]=[C:16]3[C:11](=[CH:12][CH:13]=2)[NH:10][N:9]=[C:8]3[N:5]2[CH2:4][CH2:3][N:2]([CH3:1])[CH2:7][CH2:6]2)=[O:19])=[CH:53][CH:54]=1. (3) The reactants are [CH2:1]([O:8][C:9]1[C:10](=[O:19])[C:11]([Cl:18])=[C:12]([CH2:16][OH:17])[N:13]([CH3:15])[CH:14]=1)[C:2]1[CH:7]=[CH:6][CH:5]=[CH:4][CH:3]=1.[Br-].[K+].Cl[O-:23].[Na+].Cl. The catalyst is CC(C)=O.C(=O)(O)[O-].[Na+].O.CC1(C)N([O])C(C)(C)CCC1. The product is [CH2:1]([O:8][C:9]1[C:10](=[O:19])[C:11]([Cl:18])=[C:12]([C:16]([OH:23])=[O:17])[N:13]([CH3:15])[CH:14]=1)[C:2]1[CH:3]=[CH:4][CH:5]=[CH:6][CH:7]=1. The yield is 0.560. (4) The reactants are O[C@H:2]([C:37]1[C:65]([F:66])=[CH:64][C:40]2[N:41]([CH2:56][O:57][CH2:58][CH2:59][Si:60]([CH3:63])([CH3:62])[CH3:61])[C:42]([C@@H:44]3[CH2:48][CH2:47][CH2:46][N:45]3[C:49]([O:51][C:52]([CH3:55])([CH3:54])[CH3:53])=[O:50])=[N:43][C:39]=2[CH:38]=1)[CH2:3][CH2:4][C@@H:5]([C:7]1[C:35]([F:36])=[CH:34][C:10]2[N:11]([CH2:26][O:27][CH2:28][CH2:29][Si:30]([CH3:33])([CH3:32])[CH3:31])[C:12]([C@@H:14]3[CH2:18][CH2:17][CH2:16][N:15]3[C:19]([O:21][C:22]([CH3:25])([CH3:24])[CH3:23])=[O:20])=[N:13][C:9]=2[CH:8]=1)O.C(N(CC)CC)C.S(Cl)(C)(=O)=O.[C:79]([C:83]1[CH:89]=[CH:88][C:86]([NH2:87])=[CH:85][CH:84]=1)([CH3:82])([CH3:81])[CH3:80]. The catalyst is C(Cl)Cl.CCOC(C)=O. The product is [C:79]([C:83]1[CH:84]=[CH:85][C:86]([N:87]2[C@@H:2]([C:37]3[C:65]([F:66])=[CH:64][C:40]4[N:41]([CH2:56][O:57][CH2:58][CH2:59][Si:60]([CH3:62])([CH3:61])[CH3:63])[C:42]([C@@H:44]5[CH2:48][CH2:47][CH2:46][N:45]5[C:49]([O:51][C:52]([CH3:53])([CH3:54])[CH3:55])=[O:50])=[N:43][C:39]=4[CH:38]=3)[CH2:3][CH2:4][C@@H:5]2[C:7]2[C:35]([F:36])=[CH:34][C:10]3[N:11]([CH2:26][O:27][CH2:28][CH2:29][Si:30]([CH3:31])([CH3:32])[CH3:33])[C:12]([C@@H:14]4[CH2:18][CH2:17][CH2:16][N:15]4[C:19]([O:21][C:22]([CH3:24])([CH3:23])[CH3:25])=[O:20])=[N:13][C:9]=3[CH:8]=2)=[CH:88][CH:89]=1)([CH3:82])([CH3:80])[CH3:81]. The yield is 0.410. (5) The reactants are [CH3:1][O:2][C:3]1[CH:4]=[C:5]([CH:7]=[CH:8][C:9]=1[C:10]1[O:14][CH:13]=[N:12][CH:11]=1)[NH2:6].[C:15]([C:18]1[S:22][C:21]([CH:23]=O)=[CH:20][CH:19]=1)(=[O:17])[CH3:16]. No catalyst specified. The product is [C:15]([C:18]1[S:22][C:21]([CH2:23][NH:6][C:5]2[CH:7]=[CH:8][C:9]([C:10]3[O:14][CH:13]=[N:12][CH:11]=3)=[C:3]([O:2][CH3:1])[CH:4]=2)=[CH:20][CH:19]=1)(=[O:17])[CH3:16]. The yield is 0.553. (6) The reactants are [OH:1][C:2]1[CH:3]=[C:4]([CH:9]=[C:10]([OH:12])[CH:11]=1)[C:5]([O:7][CH3:8])=[O:6].C([O-])([O-])=O.[K+].[K+].I[CH:20]([CH3:22])[CH3:21]. The catalyst is CC(C)=O. The product is [CH3:8][O:7][C:5](=[O:6])[C:4]1[CH:3]=[C:2]([O:1][CH:20]([CH3:22])[CH3:21])[CH:11]=[C:10]([OH:12])[CH:9]=1. The yield is 0.440.